This data is from NCI-60 drug combinations with 297,098 pairs across 59 cell lines. The task is: Regression. Given two drug SMILES strings and cell line genomic features, predict the synergy score measuring deviation from expected non-interaction effect. (1) Drug 1: C1=CC(=CC=C1CC(C(=O)O)N)N(CCCl)CCCl.Cl. Drug 2: CCC1(C2=C(COC1=O)C(=O)N3CC4=CC5=C(C=CC(=C5CN(C)C)O)N=C4C3=C2)O.Cl. Cell line: SF-539. Synergy scores: CSS=34.4, Synergy_ZIP=-8.95, Synergy_Bliss=-1.52, Synergy_Loewe=-24.3, Synergy_HSA=-1.28. (2) Drug 1: C1=CN(C(=O)N=C1N)C2C(C(C(O2)CO)O)O.Cl. Drug 2: CC1=C(C(=CC=C1)Cl)NC(=O)C2=CN=C(S2)NC3=CC(=NC(=N3)C)N4CCN(CC4)CCO. Cell line: OVCAR-8. Synergy scores: CSS=35.7, Synergy_ZIP=-1.27, Synergy_Bliss=-0.845, Synergy_Loewe=-4.36, Synergy_HSA=-0.0746. (3) Drug 1: CN(CC1=CN=C2C(=N1)C(=NC(=N2)N)N)C3=CC=C(C=C3)C(=O)NC(CCC(=O)O)C(=O)O. Drug 2: CC1CCCC2(C(O2)CC(NC(=O)CC(C(C(=O)C(C1O)C)(C)C)O)C(=CC3=CSC(=N3)C)C)C. Cell line: HL-60(TB). Synergy scores: CSS=80.9, Synergy_ZIP=-0.379, Synergy_Bliss=-0.966, Synergy_Loewe=-2.02, Synergy_HSA=0.831. (4) Drug 1: COC1=C(C=C2C(=C1)N=CN=C2NC3=CC(=C(C=C3)F)Cl)OCCCN4CCOCC4. Drug 2: CC(C)CN1C=NC2=C1C3=CC=CC=C3N=C2N. Cell line: RPMI-8226. Synergy scores: CSS=13.5, Synergy_ZIP=-3.77, Synergy_Bliss=-2.50, Synergy_Loewe=-4.76, Synergy_HSA=-5.71. (5) Drug 1: CS(=O)(=O)CCNCC1=CC=C(O1)C2=CC3=C(C=C2)N=CN=C3NC4=CC(=C(C=C4)OCC5=CC(=CC=C5)F)Cl. Drug 2: COC1=C2C(=CC3=C1OC=C3)C=CC(=O)O2. Cell line: MOLT-4. Synergy scores: CSS=-5.51, Synergy_ZIP=6.93, Synergy_Bliss=5.26, Synergy_Loewe=-6.48, Synergy_HSA=-5.66. (6) Drug 1: C1=NC2=C(N=C(N=C2N1C3C(C(C(O3)CO)O)F)Cl)N. Drug 2: CC1=C2C(C(=O)C3(C(CC4C(C3C(C(C2(C)C)(CC1OC(=O)C(C(C5=CC=CC=C5)NC(=O)C6=CC=CC=C6)O)O)OC(=O)C7=CC=CC=C7)(CO4)OC(=O)C)O)C)OC(=O)C. Cell line: A498. Synergy scores: CSS=6.54, Synergy_ZIP=-5.10, Synergy_Bliss=-1.79, Synergy_Loewe=-0.472, Synergy_HSA=-0.416.